From a dataset of Experimentally validated miRNA-target interactions with 360,000+ pairs, plus equal number of negative samples. Binary Classification. Given a miRNA mature sequence and a target amino acid sequence, predict their likelihood of interaction. (1) The miRNA is xtr-miR-9-5p with sequence UCUUUGGUUAUCUAGCUGUAUG. The protein sequence of the target gene is MATEEAIIRIPPYHYIHVLDQNSNVSRVEVGPKTYIRQDNERVLFAPVRMVTVPPRHYCIVANPVSRDAQSSVLFDVTGQVRLRHADQEIRLAQDPFPLYPGELLEKDITPLQVVLPNTALHLKALLDFEDKNGDKVMAGDEWLFEGPGTYIPQKEVEVVEIIQATVIKQNQALRLRARKECFDRDGKERVTGEEWLVRSVGAYLPAVFEEVLDLVDAVILTEKTALHLRARQNFKDLRGVAHRTGEEWLVTVQDTEAHVPDVYEEVLGVVPITTLGPRHYCVILDPMGPDGKNQLGQKR.... Result: 0 (no interaction). (2) The miRNA is mmu-miR-215-5p with sequence AUGACCUAUGAUUUGACAGAC. The protein sequence of the target gene is MSRRRHSDENDGGQPHKRRKTSDANETEDHLESLICKVGEKSACSLESNLEGLAGVLEADLPNYKSKILRLLCTVARLLPEKLTIYTTLVGLLNARNYNFGGEFVEAMIRQLKESLKANNYNEAVYLVRFLSDLVNCHVIAAPSMVAMFENFVSVTQEEDVPQVRRDWYVYAFLSSLPWVGKELYEKKDAEMDRIFANTESYLKRRQKTHVPMLQVWTADKPHPQEEYLDCLWAQIQKLKKDRWQERHILRPYLAFDSILCEALQHNLPPFTPPPHTEDSVYPMPRVIFRMFDYTDDPEG.... Result: 0 (no interaction). (3) The miRNA is hsa-miR-183-3p with sequence GUGAAUUACCGAAGGGCCAUAA. The protein sequence of the target gene is MADKLVPSSPADASEPLFSFGVIADIQYADLEDGYNYQRSRRRYYRHSLIHLQGAIEDWNKESSMPCCVLQLGDIIDGYNAQYKVSEKSLELVMNTFQMLKVPVHHTWGNHEFYNFSRDYLASSKLNSKFLEDQIAQHPETTPSENYYAYHFVPFPKFRFILLDSYDLSVLGIDPSSPKYEQCMKMLREHNPNVELNSPQGLSEPQYVQFNGGFSQEQLNWLNEVLTFSDTNQEKVVIVSHLPIYPEASDSVCLAWNYVDALSIIWSHKCVVCFLAGHTHDGGYSEDPFGVHHVNLEGVI.... Result: 0 (no interaction). (4) The miRNA is mmu-miR-592-5p with sequence AUUGUGUCAAUAUGCGAUGAUGU. The protein sequence of the target gene is MKFPASVLASVFLFVAETTAALSLSSTYRSGGDRMWQALTLLFSLLPCALVQLTLLFVHRDLSRDRPLVLLLHLLQLGPLFRCFEVFCIYFQSGNNEEPYVSITKKRQMPKNGLSEEIEKEVGQAEGKLITHRSAFSRASVIQAFLGSAPQLTLQLYISVMQQDVTVGRSLLMTISLLSIVYGALRCNILAIKIKYDEYEVKVKPLAYVCIFLWRSFEIATRVVVLVLFTSVLKTWVVVIILINFFSFFLYPWILFWCSGSPFPENIEKALSRVGTTIVLCFLTLLYTGINMFCWSAVQL.... Result: 0 (no interaction). (5) The miRNA is hsa-miR-1539 with sequence UCCUGCGCGUCCCAGAUGCCC. The protein sequence of the target gene is MPKAPKQQPPEPEWIGDGESTSPSDKVVKKGKKDKKIKKTFFEELAVEDKQAGEEEKVLKEKEQQQQQQQQQQKKKRDTRKGRRKKDVDDDGEEKELMERLKKLSVPTSDEEDEVPAPKPRGGKKTKGGNVFAALIQDQSEEEEEEEKHPPKPAKPEKNRINKAVSEEQQPALKGKKGKEEKSKGKAKPQNKFAALDNEEEDKEEEIIKEKEPPKQGKEKAKKAEQGSEEEGEGEEEEEEGGESKADDPYAHLSKKEKKKLKKQMEYERQVASLKAANAAENDFSVSQAEMSSRQAMLEN.... Result: 0 (no interaction). (6) The miRNA is hsa-miR-6875-5p with sequence UGAGGGACCCAGGACAGGAGA. The protein sequence of the target gene is MTTEGGPPPAPLRRACSPVPGALQAALMSPPPAAAAAAAAAPETTSSSSSSSSASCASSSSSSNSASAPSAACKSAGGGGAGAGSGGAKKASSGLRRPEKPPYSYIALIVMAIQSSPSKRLTLSEIYQFLQARFPFFRGAYQGWKNSVRHNLSLNECFIKLPKGLGRPGKGHYWTIDPASEFMFEEGSFRRRPRGFRRKCQALKPMYHRVVSGLGFGASLLPQGFDFQAPPSAPLGCHSQGGYGGLDMMPAGYDAGAGAPSHAHPHHHHHHHVPHMSPNPGSTYMASCPVPAGPGGVGAA.... Result: 0 (no interaction). (7) The miRNA is hsa-miR-513c-3p with sequence UAAAUUUCACCUUUCUGAGAAGA. The protein sequence of the target gene is METKVHLFCQAEENIDLLDDGSNSFATDLSSGTINHKKYIKFSKTIEKEISPEIRSLSPEYKKIFETSIIFCGEEKSSDFSGEKKVGRKSLQVQQHSKRTEIIPPFLKLSKEKVTRKENSLCKLPNQYSVHKTSSPLCTSSAITREKEMLSNLYMTLYDEVTHGYLHSKELSALHKACKIFSKIRSGKIYVNDLPVILCILRISISDLEMRQALKTVDIDAFQDALKIFCRIKGGRVSTDDVFAVLDSMGIPINREILEEVTKHTYIDSNHMVDIGDIIFTLNELQEQYEDVSITEGSPL.... Result: 0 (no interaction). (8) The miRNA is hsa-miR-4766-3p with sequence AUAGCAAUUGCUCUUUUGGAA. The protein sequence of the target gene is MALVRGAEPAAGPSRWLPTHVQVTVLRARGLRGKSSGAGSTSDAYTVIQVGREKYSTSVVEKTHGCPEWREECSFELPPGALDGLLRAQEADAGPAPWAASSAAACELVLTTMHRSLIGVDKFLGQATVALDEVFGAGRAQHTQWYKLHSKPGKKEKERGEIEVTIQFTRNNLSASMFDLSMKDKPRSPFSKIRDKMKGKKKYDLESASAILPSSAIEDPDLGSLGKMGKAKGFFLRNKLRKSSLTQSNTSLGSDSTLSSASGSLAYQGPGAELLTRSPSRSSWLSTEGGRDSAQSPKLF.... Result: 0 (no interaction). (9) The miRNA is hsa-miR-5580-5p with sequence UGCUGGCUCAUUUCAUAUGUGU. The protein sequence of the target gene is MGENEDEKQAQAGQVFENFVQASTCKGTLQAFNILTRHLDLDPLDHRNFYSKLKSKVTTWKAKALWYKLDKRGSHKEYKRGKSCTNTKCLIVGGGPCGLRTAIELAYLGAKVVVVEKRDSFSRNNVLHLWPFTIHDLRGLGAKKFYGKFCAGSIDHISIRQLQLILFKVALMLGVEIHVNVEFVKVLEPPEDQENQKIGWRAEFLPTDHSLSEFEFDVIIGADGRRNTLEGFRRKEFRGKLAIAITANFINRNSTAEAKVEEISGVAFIFNQKFFQDLKEETGIDLENIVYYKDCTHYFV.... Result: 1 (interaction).